Dataset: NCI-60 drug combinations with 297,098 pairs across 59 cell lines. Task: Regression. Given two drug SMILES strings and cell line genomic features, predict the synergy score measuring deviation from expected non-interaction effect. (1) Drug 1: COC1=CC(=CC(=C1O)OC)C2C3C(COC3=O)C(C4=CC5=C(C=C24)OCO5)OC6C(C(C7C(O6)COC(O7)C8=CC=CS8)O)O. Drug 2: CN(C)C1=NC(=NC(=N1)N(C)C)N(C)C. Cell line: SK-OV-3. Synergy scores: CSS=30.0, Synergy_ZIP=-6.84, Synergy_Bliss=-2.72, Synergy_Loewe=-69.4, Synergy_HSA=-3.20. (2) Drug 1: C1=CC=C(C=C1)NC(=O)CCCCCCC(=O)NO. Drug 2: CC(C)NC(=O)C1=CC=C(C=C1)CNNC.Cl. Cell line: MALME-3M. Synergy scores: CSS=14.4, Synergy_ZIP=-2.79, Synergy_Bliss=-1.58, Synergy_Loewe=-12.6, Synergy_HSA=-3.27.